The task is: Regression. Given a peptide amino acid sequence and an MHC pseudo amino acid sequence, predict their binding affinity value. This is MHC class II binding data.. This data is from Peptide-MHC class II binding affinity with 134,281 pairs from IEDB. (1) The peptide sequence is RSVQRNTVFKAGDLG. The binding affinity (normalized) is 0.232. The MHC is DRB1_1501 with pseudo-sequence DRB1_1501. (2) The MHC is DRB3_0101 with pseudo-sequence DRB3_0101. The peptide sequence is TIAWFRMGGNCAIPITVMEYTECSYNKS. The binding affinity (normalized) is 0.